From a dataset of Full USPTO retrosynthesis dataset with 1.9M reactions from patents (1976-2016). Predict the reactants needed to synthesize the given product. (1) Given the product [CH3:13][O:11][C:7]1[C:8]([F:10])=[CH:9][C:4]([Br:3])=[CH:5][C:6]=1[F:12], predict the reactants needed to synthesize it. The reactants are: CI.[Br:3][C:4]1[CH:9]=[C:8]([F:10])[C:7]([OH:11])=[C:6]([F:12])[CH:5]=1.[C:13]([O-])([O-])=O.[K+].[K+]. (2) Given the product [CH3:12][C@H:13]1[CH2:17][CH2:16][CH2:15][N:14]1[C:19]1[CH:24]=[CH:23][C:22]([N+:25]([O-:27])=[O:26])=[C:21]([C:28]([F:29])([F:31])[F:30])[CH:20]=1, predict the reactants needed to synthesize it. The reactants are: S(C1C=CC(C)=CC=1)(O)(=O)=O.[CH3:12][C@H:13]1[CH2:17][CH2:16][CH2:15][NH:14]1.F[C:19]1[CH:24]=[CH:23][C:22]([N+:25]([O-:27])=[O:26])=[C:21]([C:28]([F:31])([F:30])[F:29])[CH:20]=1.C(N(CC)CC)C. (3) The reactants are: [N:1]1[C:6]2[CH:7]=[CH:8][N:9]=[CH:10][C:5]=2[C:4](=[S:11])[NH:3][CH:2]=1.[CH2:12](N(CC)CC)C.IC. Given the product [CH3:12][S:11][C:4]1[C:5]2[CH:10]=[N:9][CH:8]=[CH:7][C:6]=2[N:1]=[CH:2][N:3]=1, predict the reactants needed to synthesize it. (4) Given the product [Br:31][C:29]1[S:28][C:27]2[C:32](=[O:33])[NH:34][C:10]([C:9]3([CH3:16])[CH2:13][CH2:14][CH2:15][N:8]3[C:6]([O:5][C:1]([CH3:4])([CH3:3])[CH3:2])=[O:7])=[N:25][C:26]=2[CH:30]=1, predict the reactants needed to synthesize it. The reactants are: [C:1]([O:5][C:6]([N:8]1[CH2:15][CH2:14][CH2:13][C@@:9]1([CH3:16])[C:10](O)=O)=[O:7])([CH3:4])([CH3:3])[CH3:2].C(Cl)(=O)OCC(C)C.[NH2:25][C:26]1[CH:30]=[C:29]([Br:31])[S:28][C:27]=1[C:32]([NH2:34])=[O:33].C(=O)([O-])O.[Na+]. (5) Given the product [Br:1][C:2]1[N:6]2[CH2:7][CH2:8][N:9]([C:11]([O:13][C:14]([CH3:17])([CH3:16])[CH3:15])=[O:12])[C:10](=[O:26])[C:5]2=[N:4][N:3]=1, predict the reactants needed to synthesize it. The reactants are: [Br:1][C:2]1[N:6]2[CH2:7][CH2:8][N:9]([C:11]([O:13][C:14]([CH3:17])([CH3:16])[CH3:15])=[O:12])[CH2:10][C:5]2=[N:4][N:3]=1.C(Cl)(Cl)Cl.CC#N.I([O-])(=O)(=O)=[O:26].[Na+]. (6) Given the product [NH2:12][C:9]1[CH:10]=[CH:11][C:6]([S:3]([NH:2][CH3:1])(=[O:5])=[O:4])=[CH:7][CH:8]=1, predict the reactants needed to synthesize it. The reactants are: [CH3:1][NH:2][S:3]([C:6]1[CH:11]=[CH:10][C:9]([N+:12]([O-])=O)=[CH:8][CH:7]=1)(=[O:5])=[O:4]. (7) Given the product [OH:26][CH2:14][C:15](=[O:28])[CH2:16][C:17]1[C:22]([Cl:23])=[CH:21][C:20]([Cl:24])=[CH:19][C:18]=1[Cl:25], predict the reactants needed to synthesize it. The reactants are: C(S[CH:14]([OH:26])[CH:15]=[CH:16][C:17]1[C:22]([Cl:23])=[CH:21][C:20]([Cl:24])=[CH:19][C:18]=1[Cl:25])CCCCCCCCCCC.S(=O)(=O)(O)[OH:28].O1CCOCC1. (8) Given the product [F:30][C:24]1[CH:25]=[CH:26][C:27]([F:29])=[CH:28][C:23]=1[S:20]([N:19]([C:15]1[CH:16]=[CH:17][CH:18]=[C:13]([C:3]2[N:4]=[C:5]([CH:7]3[CH2:12][CH2:11][O:10][CH2:9][CH2:8]3)[S:6][C:2]=2[C:47]2[CH:46]=[CH:31][N:19]=[CH:15][C:14]=2[F:34])[C:14]=1[F:34])[CH2:31][O:32][CH3:33])(=[O:22])=[O:21], predict the reactants needed to synthesize it. The reactants are: Br[C:2]1[S:6][C:5]([CH:7]2[CH2:12][CH2:11][O:10][CH2:9][CH2:8]2)=[N:4][C:3]=1[C:13]1[C:14]([F:34])=[C:15]([N:19]([CH2:31][O:32][CH3:33])[S:20]([C:23]2[CH:28]=[C:27]([F:29])[CH:26]=[CH:25][C:24]=2[F:30])(=[O:22])=[O:21])[CH:16]=[CH:17][CH:18]=1.C(=O)([O-])[O-].[Cs+].[Cs+].C(Cl)Cl.CO[CH2:46][CH2:47]OC.O. (9) Given the product [F:16][C:15]1[CH:14]=[CH:13][CH:12]=[C:11]([F:17])[C:10]=1[CH:4]([CH2:5][CH2:6][OH:7])[CH:3]([C:18]1[CH:19]=[CH:20][CH:21]=[CH:22][CH:23]=1)[C:1]#[N:2], predict the reactants needed to synthesize it. The reactants are: [C:1]([CH:3]([C:18]1[CH:23]=[CH:22][CH:21]=[CH:20][CH:19]=1)[CH:4]([C:10]1[C:15]([F:16])=[CH:14][CH:13]=[CH:12][C:11]=1[F:17])[CH2:5][C:6](OC)=[O:7])#[N:2].[BH4-].[K+].[Cl-].[Li+].Cl. (10) Given the product [Cl:6][C:7]1[C:15]([F:16])=[C:14]2[C:10]([CH:11]=[C:12]([CH3:21])[NH:13]2)=[CH:9][CH:8]=1, predict the reactants needed to synthesize it. The reactants are: C([Mg]Br)(C)=C.[Cl:6][C:7]1[C:15]([F:16])=[C:14]2[C:10]([C:11](SC3C=CC=C(C(OCC)=O)C=3)=[C:12]([CH3:21])[N:13]2CC(O)=O)=[CH:9][CH:8]=1.